The task is: Predict the product of the given reaction.. This data is from Forward reaction prediction with 1.9M reactions from USPTO patents (1976-2016). (1) Given the reactants C([N:8]1[CH2:12][CH2:11][C:10]([C:23]2[CH:28]=[CH:27][C:26]([C:29]([O:38]CC3C=CC=CC=3)([C:34]([F:37])([F:36])[F:35])[C:30]([F:33])([F:32])[F:31])=[CH:25][CH:24]=2)([S:13]([C:16]2[CH:21]=[CH:20][C:19]([F:22])=[CH:18][CH:17]=2)(=[O:15])=[O:14])[CH2:9]1)C1C=CC=CC=1.Cl.FC(F)(F)C(C1C=CC(C2(S(C3C=CC(F)=CC=3)(=O)=O)CCNC2)=CC=1)(O)C(F)(F)F, predict the reaction product. The product is: [F:33][C:30]([F:31])([F:32])[C:29]([C:26]1[CH:25]=[CH:24][C:23]([C:10]2([S:13]([C:16]3[CH:17]=[CH:18][C:19]([F:22])=[CH:20][CH:21]=3)(=[O:15])=[O:14])[CH2:11][CH2:12][NH:8][CH2:9]2)=[CH:28][CH:27]=1)([OH:38])[C:34]([F:37])([F:36])[F:35]. (2) Given the reactants [OH:1][C:2]1[C:9]([Si:10]([CH:17]([CH3:19])[CH3:18])([CH:14]([CH3:16])[CH3:15])[CH:11]([CH3:13])[CH3:12])=[CH:8][C:7]([CH3:20])=[CH:6][C:3]=1[CH:4]=[O:5].[H-].[Al+3].[Li+].[H-].[H-].[H-].Cl, predict the reaction product. The product is: [CH:17]([Si:10]([CH:11]([CH3:13])[CH3:12])([CH:14]([CH3:16])[CH3:15])[C:9]1[C:2]([OH:1])=[C:3]([CH:6]=[C:7]([CH3:20])[CH:8]=1)[CH2:4][OH:5])([CH3:19])[CH3:18].